From a dataset of Catalyst prediction with 721,799 reactions and 888 catalyst types from USPTO. Predict which catalyst facilitates the given reaction. The catalyst class is: 265. Reactant: [Cl:1][C:2]1[CH:11]=[N:10][C:9]2[N:8]=[C:7](O)[N:6]3[N:13]=[C:14]([CH:16]4[CH2:18][CH2:17]4)[N:15]=[C:5]3[C:4]=2[CH:3]=1.C([O-])(O)=O.[Na+]. Product: [Cl:1][C:2]1[CH:11]=[N:10][C:9]2[N:8]=[C:7]([N:10]([CH2:11][CH3:2])[CH2:9][CH3:4])[N:6]3[N:13]=[C:14]([CH:16]4[CH2:18][CH2:17]4)[N:15]=[C:5]3[C:4]=2[CH:3]=1.